This data is from Full USPTO retrosynthesis dataset with 1.9M reactions from patents (1976-2016). The task is: Predict the reactants needed to synthesize the given product. (1) Given the product [N:53]1([C:56]2[CH:57]=[CH:58][C:59]([NH:60][C:12]([C:9]3[NH:10][C:11]4[C:6]([C:7](=[O:15])[CH:8]=3)=[CH:5][C:4]([O:16][CH3:17])=[CH:3][C:2]=4[Br:1])=[O:14])=[CH:61][CH:62]=2)[CH2:52][CH2:51][O:50][CH2:55][CH2:54]1, predict the reactants needed to synthesize it. The reactants are: [Br:1][C:2]1[CH:3]=[C:4]([O:16][CH3:17])[CH:5]=[C:6]2[C:11]=1[NH:10][C:9]([C:12]([OH:14])=O)=[CH:8][C:7]2=[O:15].CN(C(ON1N=NC2C=CC=CC1=2)=[N+](C)C)C.[B-](F)(F)(F)F.C1C=CC2N(O)N=NC=2C=1.[O:50]1[CH2:55][CH2:54][N:53]([C:56]2[CH:62]=[CH:61][C:59]([NH2:60])=[CH:58][CH:57]=2)[CH2:52][CH2:51]1.C(N(C(C)C)CC)(C)C. (2) Given the product [Cl:8][C:7]1[C:6]([C:9]2[CH:14]=[CH:13][C:12]([Cl:15])=[CH:11][CH:10]=2)=[CH:5][N:4]=[N:3][C:2]=1[NH:17][NH2:18], predict the reactants needed to synthesize it. The reactants are: Cl[C:2]1[N:3]=[N:4][CH:5]=[C:6]([C:9]2[CH:14]=[CH:13][C:12]([Cl:15])=[CH:11][CH:10]=2)[C:7]=1[Cl:8].O.[NH2:17][NH2:18]. (3) The reactants are: [CH3:1][N:2]1[CH:6]=[C:5]([N+:7]([O-])=O)[CH:4]=[C:3]1[C:10]([OH:12])=O.[NH:13]1[CH2:18][CH2:17][O:16][CH2:15][CH2:14]1. Given the product [NH2:7][C:5]1[CH:4]=[C:3]([C:10]([N:13]2[CH2:18][CH2:17][O:16][CH2:15][CH2:14]2)=[O:12])[N:2]([CH3:1])[CH:6]=1, predict the reactants needed to synthesize it. (4) Given the product [NH2:49][C@@H:50]([CH3:51])[C:52]([NH:1][CH:2]1[CH2:7][CH2:6][CH:5]([NH:8][C:9]2[N:14]=[C:13]([N:15]([CH3:28])[C:16]3[CH:21]=[CH:20][N:19]=[C:18]([C:22]4[CH:27]=[CH:26][CH:25]=[CH:24][CH:23]=4)[N:17]=3)[CH:12]=[CH:11][N:10]=2)[CH2:4][CH2:3]1)=[O:53], predict the reactants needed to synthesize it. The reactants are: [NH2:1][CH:2]1[CH2:7][CH2:6][CH:5]([NH:8][C:9]2[N:14]=[C:13]([N:15]([CH3:28])[C:16]3[CH:21]=[CH:20][N:19]=[C:18]([C:22]4[CH:27]=[CH:26][CH:25]=[CH:24][CH:23]=4)[N:17]=3)[CH:12]=[CH:11][N:10]=2)[CH2:4][CH2:3]1.N=C=N.C([NH:49][C@H:50]([C:52](O)=[O:53])[CH3:51])(OCC1C2C(=CC=CC=2)C2C1=CC=CC=2)=O.N1CCCCC1.